Predict the reaction yield, written as a fraction of the theoretical maximum amount of product (1.0 means a 100% yield; for example, 0.34 means a 34% yield). From a dataset of Reaction yield outcomes from USPTO patents with 853,638 reactions. (1) The reactants are [CH3:1][O:2][C:3]([CH:5]1[CH2:9][CH2:8][CH:7]([O:10][CH2:11][CH:12]=[CH2:13])[N:6]1C(OC(C)(C)C)=O)=[O:4].S(Cl)([Cl:23])=O. The catalyst is CO. The product is [ClH:23].[CH3:1][O:2][C:3]([CH:5]1[CH2:9][CH2:8][CH:7]([O:10][CH2:11][CH:12]=[CH2:13])[NH:6]1)=[O:4]. The yield is 0.950. (2) The reactants are [N+]([O-])([O-])=O.[K+].S[CH2:7][CH2:8][C:9]1[CH:19]=[CH:18][C:12]([C:13]([N:15]([CH3:17])[CH3:16])=[O:14])=[CH:11][C:10]=1[CH3:20].[S:21]([Cl:25])(Cl)(=[O:23])=[O:22]. The catalyst is CC#N.ClCCl. The product is [CH3:16][N:15]([CH3:17])[C:13]([C:12]1[CH:18]=[CH:19][C:9]([CH2:8][CH2:7][S:21]([Cl:25])(=[O:23])=[O:22])=[C:10]([CH3:20])[CH:11]=1)=[O:14]. The yield is 0.740. (3) The reactants are [S-:1][C:2]#[N:3].[Na+].[F:5][C:6]1[CH:11]=[CH:10][C:9]([CH2:12][C:13](Cl)=[O:14])=[CH:8][CH:7]=1.[F:16][C:17]1[CH:18]=[C:19]([NH2:33])[CH:20]=[CH:21][C:22]=1[O:23][C:24]1[C:29]2=[CH:30][CH:31]=[CH:32][N:28]2[N:27]=[CH:26][N:25]=1. The catalyst is C(OCC)(=O)C.ClCCl. The product is [F:16][C:17]1[CH:18]=[C:19]([NH:33][C:2]([NH:3][C:13](=[O:14])[CH2:12][C:9]2[CH:10]=[CH:11][C:6]([F:5])=[CH:7][CH:8]=2)=[S:1])[CH:20]=[CH:21][C:22]=1[O:23][C:24]1[C:29]2=[CH:30][CH:31]=[CH:32][N:28]2[N:27]=[CH:26][N:25]=1. The yield is 0.830.